Dataset: Full USPTO retrosynthesis dataset with 1.9M reactions from patents (1976-2016). Task: Predict the reactants needed to synthesize the given product. (1) Given the product [CH2:2]([O:9][C:10]1[CH:19]=[CH:18][CH:17]=[C:16]2[C:11]=1[CH2:12][CH2:13][CH2:14][CH:15]2[C:20]([N:22]([CH2:23][C:24]1[CH:25]=[N:26][N:27]([CH2:37][C:38]2[CH:43]=[CH:42][CH:41]=[CH:40][CH:39]=2)[CH:28]=1)[C:29]1[CH:30]=[N:31][C:32]([O:35][CH3:36])=[CH:33][CH:34]=1)=[O:21])[C:3]1[CH:8]=[CH:7][CH:6]=[CH:5][CH:4]=1, predict the reactants needed to synthesize it. The reactants are: Cl.[CH2:2]([O:9][C:10]1[CH:19]=[CH:18][CH:17]=[C:16]2[C:11]=1[CH2:12][CH2:13][CH2:14][CH:15]2[C:20]([N:22]([C:29]1[CH:30]=[N:31][C:32]([O:35][CH3:36])=[CH:33][CH:34]=1)[CH2:23][C:24]1[CH:25]=[N:26][NH:27][CH:28]=1)=[O:21])[C:3]1[CH:8]=[CH:7][CH:6]=[CH:5][CH:4]=1.[CH2:37](Br)[C:38]1[CH:43]=[CH:42][CH:41]=[CH:40][CH:39]=1. (2) Given the product [ClH:28].[F:1][CH2:2][C:3]1[C:4]([CH2:19][NH2:20])=[CH:5][C:6]([C:9]2[CH:14]=[N:13][C:12]([C:15]([F:18])([F:17])[F:16])=[N:11][CH:10]=2)=[N:7][CH:8]=1, predict the reactants needed to synthesize it. The reactants are: [F:1][CH2:2][C:3]1[C:4]([CH2:19][NH:20]C(=O)OC(C)(C)C)=[CH:5][C:6]([C:9]2[CH:10]=[N:11][C:12]([C:15]([F:18])([F:17])[F:16])=[N:13][CH:14]=2)=[N:7][CH:8]=1.[ClH:28]. (3) Given the product [C:7]([N:6]1[C:2]([C:34]2[CH:35]=[CH:36][C:31]([O:30][CH:27]([CH3:29])[CH3:28])=[CH:32][CH:33]=2)=[C:3]([C:11]2[S:12][CH:13]=[C:14]([CH2:16][C:17]([NH:19][CH2:20][CH:21]3[CH2:26][CH2:25][O:24][CH2:23][CH2:22]3)=[O:18])[N:15]=2)[CH:4]=[N:5]1)([CH3:10])([CH3:9])[CH3:8], predict the reactants needed to synthesize it. The reactants are: Br[C:2]1[N:6]([C:7]([CH3:10])([CH3:9])[CH3:8])[N:5]=[CH:4][C:3]=1[C:11]1[S:12][CH:13]=[C:14]([CH2:16][C:17]([NH:19][CH2:20][CH:21]2[CH2:26][CH2:25][O:24][CH2:23][CH2:22]2)=[O:18])[N:15]=1.[CH:27]([O:30][C:31]1[CH:36]=[CH:35][C:34](B(O)O)=[CH:33][CH:32]=1)([CH3:29])[CH3:28]. (4) Given the product [Cl:1][C:2]1[CH:10]=[C:9]([CH:11]([CH3:13])[CH3:12])[CH:8]=[CH:7][C:3]=1[C:4]([NH:48][C:49]1[CH:50]=[CH:51][C:52]2[C:56]([CH3:57])([CH3:58])[O:55][B:54]([OH:59])[C:53]=2[CH:60]=1)=[O:6], predict the reactants needed to synthesize it. The reactants are: [Cl:1][C:2]1[CH:10]=[C:9]([CH:11]([CH3:13])[CH3:12])[CH:8]=[CH:7][C:3]=1[C:4]([OH:6])=O.CN(C(ON1N=NC2C=CC=NC1=2)=[N+](C)C)C.F[P-](F)(F)(F)(F)F.CCN(C(C)C)C(C)C.Cl.[NH2:48][C:49]1[CH:50]=[CH:51][C:52]2[C:56]([CH3:58])([CH3:57])[O:55][B:54]([OH:59])[C:53]=2[CH:60]=1. (5) Given the product [OH:22][CH2:21][C:18]1([C:9]2[C:10]([O:14][CH2:15][O:16][CH3:17])=[CH:11][CH:12]=[CH:13][C:8]=2[CH2:7][OH:6])[CH2:19][CH2:20]1, predict the reactants needed to synthesize it. The reactants are: CC([Si](C)(C)[O:6][CH2:7][C:8]1[CH:13]=[CH:12][CH:11]=[C:10]([O:14][CH2:15][O:16][CH3:17])[C:9]=1[C:18]1([C:21](OCC)=[O:22])[CH2:20][CH2:19]1)(C)C.[H-].[H-].[H-].[H-].[Li+].[Al+3]. (6) The reactants are: OC1C2C(=C(N)C=CC=2)N=C(C(O)=O)C=1.C[O:17][C:18]([C:20]1[CH:29]=[C:28]([OH:30])[C:27]2[C:22](=[C:23]([NH2:39])[CH:24]=[C:25]([CH2:31][CH2:32][C:33]3[CH:38]=[CH:37][CH:36]=[CH:35][CH:34]=3)[CH:26]=2)[N:21]=1)=[O:19]. Given the product [C:33]1([CH2:32][CH2:31][C:25]2[CH:26]=[C:27]3[C:22](=[C:23]([NH2:39])[CH:24]=2)[N:21]=[C:20]([C:18]([OH:19])=[O:17])[CH:29]=[C:28]3[OH:30])[CH:34]=[CH:35][CH:36]=[CH:37][CH:38]=1, predict the reactants needed to synthesize it. (7) Given the product [CH2:6]=[CH:7][C:8]1[CH:13]=[CH:12][CH:11]=[CH:10][CH:9]=1.[CH2:1]=[CH:2][C:3](=[CH2:4])[CH3:5].[CH2:1]=[CH:2][C:3]1[CH:4]=[CH:8][CH:7]=[CH:6][CH:5]=1.[CH2:1]=[CH:2][C:3]1[CH:4]=[CH:8][CH:7]=[CH:6][CH:5]=1, predict the reactants needed to synthesize it. The reactants are: [CH2:1]=[CH:2][C:3](=[CH2:5])[CH3:4].[CH2:6]=[CH:7][C:8]1[CH:13]=[CH:12][CH:11]=[CH:10][CH:9]=1. (8) Given the product [CH2:1]([O:3][C:4](=[O:10])[CH:5]([CH2:11][CH3:12])[C:6](=[O:9])[CH2:7][CH3:8])[CH3:2], predict the reactants needed to synthesize it. The reactants are: [CH2:1]([O:3][C:4](=[O:10])[CH2:5][C:6](=[O:9])[CH2:7][CH3:8])[CH3:2].[CH3:11][CH2:12][O-].[Na+].C(I)C.